Dataset: Catalyst prediction with 721,799 reactions and 888 catalyst types from USPTO. Task: Predict which catalyst facilitates the given reaction. (1) Reactant: [H-].[H-].[H-].[H-].[Li+].[Al+3].[F:7][C:8]1[CH:9]=[C:10]([CH:21]=[CH:22][CH:23]=1)[CH2:11][O:12][C:13]1[CH:20]=[CH:19][C:16]([C:17]#[N:18])=[CH:15][CH:14]=1.O.[OH-].[Na+]. Product: [F:7][C:8]1[CH:9]=[C:10]([CH:21]=[CH:22][CH:23]=1)[CH2:11][O:12][C:13]1[CH:20]=[CH:19][C:16]([CH2:17][NH2:18])=[CH:15][CH:14]=1. The catalyst class is: 1. (2) Reactant: C(N([CH2:6][CH3:7])CC)C.[CH:8]([C:10](CC)=[O:11])=[CH2:9].[C:14]1([CH3:24])[CH:19]=[CH:18][C:17](S([O-])(=O)=O)=[CH:16][CH:15]=1.[NH+]1C=CC=CC=1.N[C@H:32]([C:40]([OH:42])=O)[CH2:33][C:34]1[CH:39]=CC=CC=1.[Cl-].[NH4+].[C:45]([O:49]C)(C)(C)C. The catalyst class is: 10. Product: [CH3:45][O:49][C:17]1[CH:18]=[CH:19][C:14]([C@@:24]23[C:40](=[O:42])[CH2:32][CH2:33][CH2:34][C:39]2=[C:6]([CH3:7])[C:10](=[O:11])[CH2:8][CH2:9]3)=[CH:15][CH:16]=1. (3) Reactant: [CH3:1][C@@:2]12[C:18](=[O:19])[CH2:17][CH2:16][C@H:15]1[C@H:14]1[C@@H:5]([C:6]3[CH:7]=[CH:8][C:9]([OH:20])=[CH:10][C:11]=3[CH2:12][CH2:13]1)[CH2:4][CH2:3]2.C(=O)([O-])[O-].[K+].[K+].Br[CH2:28][C:29]([O:31]CC)=[O:30]. Product: [CH3:1][C@:2]12[CH2:3][CH2:4][C@H:5]3[C@@H:14]([CH2:13][CH2:12][C:11]4[CH:10]=[C:9]([O:20][CH2:28][C:29]([OH:31])=[O:30])[CH:8]=[CH:7][C:6]=43)[C@@H:15]1[CH2:16][CH2:17][C:18]2=[O:19]. The catalyst class is: 21.